From a dataset of Reaction yield outcomes from USPTO patents with 853,638 reactions. Predict the reaction yield, written as a fraction of the theoretical maximum amount of product (1.0 means a 100% yield; for example, 0.34 means a 34% yield). The yield is 1.00. The product is [Cl:1][C:2]1[CH:7]=[C:6]([Cl:8])[CH:5]=[C:4]([Cl:9])[C:3]=1[N:10]1[C:14]2=[N:15][C:16]([CH2:20][C:21]3[CH:22]=[CH:23][C:24]([NH:27][C:28](=[O:34])[C@@H:29]4[CH2:33][CH2:32][CH2:31][NH:30]4)=[CH:25][CH:26]=3)=[N:17][C:18](=[O:19])[C:13]2=[C:12]([CH:42]([CH3:44])[CH3:43])[NH:11]1. The reactants are [Cl:1][C:2]1[CH:7]=[C:6]([Cl:8])[CH:5]=[C:4]([Cl:9])[C:3]=1[N:10]1[C:14]2=[N:15][C:16]([CH2:20][C:21]3[CH:26]=[CH:25][C:24]([N:27](C(OC(C)(C)C)=O)[C:28](=[O:34])[C@@H:29]4[CH2:33][CH2:32][CH2:31][NH:30]4)=[CH:23][CH:22]=3)=[N:17][C:18](=[O:19])[C:13]2=[C:12]([CH:42]([CH3:44])[CH3:43])[NH:11]1. The catalyst is Cl.